This data is from Reaction yield outcomes from USPTO patents with 853,638 reactions. The task is: Predict the reaction yield, written as a fraction of the theoretical maximum amount of product (1.0 means a 100% yield; for example, 0.34 means a 34% yield). (1) The reactants are [CH:1]([Mg]Br)=[CH2:2].[CH3:5][O:6][C:7](=[O:40])[CH2:8][CH2:9][CH2:10]/[CH:11]=[CH:12]\[CH2:13][C@H:14]1[C:18](=[O:19])[CH:17]=[CH:16][C@@H:15]1/[CH:20]=[CH:21]/[C@@H:22]([O:32][Si:33]([C:36]([CH3:39])([CH3:38])[CH3:37])([CH3:35])[CH3:34])[CH2:23][CH2:24][C:25]1[S:26][C:27]([CH3:31])=[C:28]([Br:30])[CH:29]=1. The catalyst is C1COCC1.[Cu]I. The product is [CH3:5][O:6][C:7](=[O:40])[CH2:8][CH2:9][CH2:10]/[CH:11]=[CH:12]\[CH2:13][C@H:14]1[C:18](=[O:19])[CH2:17][CH:16]([CH:1]=[CH2:2])[C@@H:15]1/[CH:20]=[CH:21]/[C@@H:22]([O:32][Si:33]([C:36]([CH3:37])([CH3:39])[CH3:38])([CH3:34])[CH3:35])[CH2:23][CH2:24][C:25]1[S:26][C:27]([CH3:31])=[C:28]([Br:30])[CH:29]=1. The yield is 0.790. (2) The reactants are [C:1]([O:5][C:6]([N:8]1[CH2:12][C@H:11]([O:13][C:14]2[C:23]3[C:18](=[CH:19][C:20]([O:24][CH3:25])=[CH:21][CH:22]=3)[N:17]=[C:16]([N:26]3[CH:30]=[CH:29][CH:28]=[N:27]3)[CH:15]=2)[CH2:10][C@H:9]1[C:31](O)=[O:32])=[O:7])([CH3:4])([CH3:3])[CH3:2].F[P-](F)(F)(F)(F)F.N1(OC(N(C)C)=[N+](C)C)C2N=CC=CC=2N=N1.C(N(C(C)C)CC)(C)C.[NH2:67][C@@H:68]([CH2:77][CH2:78][CH3:79])[C@H:69]([OH:76])[C:70]([NH:72][CH:73]1[CH2:75][CH2:74]1)=[O:71]. The catalyst is C(Cl)Cl.CN(C)C=O. The product is [CH:73]1([NH:72][C:70](=[O:71])[C@@H:69]([OH:76])[C@@H:68]([NH:67][C:31]([C@@H:9]2[CH2:10][C@@H:11]([O:13][C:14]3[C:23]4[C:18](=[CH:19][C:20]([O:24][CH3:25])=[CH:21][CH:22]=4)[N:17]=[C:16]([N:26]4[CH:30]=[CH:29][CH:28]=[N:27]4)[CH:15]=3)[CH2:12][N:8]2[C:6]([O:5][C:1]([CH3:4])([CH3:3])[CH3:2])=[O:7])=[O:32])[CH2:77][CH2:78][CH3:79])[CH2:74][CH2:75]1. The yield is 0.676. (3) The reactants are Br[C:2]1[S:3][C:4]([CH2:7][O:8][CH3:9])=[CH:5][CH:6]=1.[O:10]=[S:11]1(=[O:38])[CH2:16][CH2:15][CH:14]([C:17]2[C:25]3[C:20](=[C:21]([C:35]([NH2:37])=[O:36])[CH:22]=[C:23](B4OC(C)(C)C(C)(C)O4)[CH:24]=3)[NH:19][CH:18]=2)[CH2:13][CH2:12]1.C([O-])([O-])=O.[K+].[K+].O. The catalyst is O1CCOCC1.C1C=CC(P(C2C=CC=CC=2)[C-]2C=CC=C2)=CC=1.C1C=CC(P(C2C=CC=CC=2)[C-]2C=CC=C2)=CC=1.Cl[Pd]Cl.[Fe+2]. The product is [O:38]=[S:11]1(=[O:10])[CH2:16][CH2:15][CH:14]([C:17]2[C:25]3[C:20](=[C:21]([C:35]([NH2:37])=[O:36])[CH:22]=[C:23]([C:2]4[S:3][C:4]([CH2:7][O:8][CH3:9])=[CH:5][CH:6]=4)[CH:24]=3)[NH:19][CH:18]=2)[CH2:13][CH2:12]1. The yield is 0.430. (4) The yield is 0.750. The catalyst is C(O)C.C(Cl)Cl. The reactants are [NH2:1][C:2]1[N:3]=[CH:4][C:5]2[C:10]([CH:11]=1)=[CH:9][CH:8]=[CH:7][CH:6]=2.[Br:12]N1C(=O)CCC1=O. The product is [Br:12][C:11]1[C:10]2[C:5](=[CH:6][CH:7]=[CH:8][CH:9]=2)[CH:4]=[N:3][C:2]=1[NH2:1]. (5) The reactants are [C:1]([SiH2:5][O:6][C:7]([CH3:25])([CH3:24])[C:8]1[N:12]([CH3:13])[N:11]=[C:10]([C:14]2[CH:19]=[CH:18][C:17]([C:20]([F:23])([F:22])[F:21])=[CH:16][CH:15]=2)[CH:9]=1)([CH3:4])([CH3:3])[CH3:2].[Br:26]Br.C(=O)([O-])[O-].[Na+].[Na+]. The catalyst is ClCCl. The product is [Br:26][C:9]1[C:10]([C:14]2[CH:15]=[CH:16][C:17]([C:20]([F:22])([F:21])[F:23])=[CH:18][CH:19]=2)=[N:11][N:12]([CH3:13])[C:8]=1[C:7]([CH3:25])([CH3:24])[O:6][SiH2:5][C:1]([CH3:4])([CH3:2])[CH3:3]. The yield is 0.460. (6) The reactants are [CH2:1]([O:3][C:4]([C:6]1[CH:7]2[N:24]([C:25]([O:27][C:28]([CH3:31])([CH3:30])[CH3:29])=[O:26])[CH:11]([CH2:12][C:13]=1[C:14]1[CH:19]=[CH:18][C:17]([CH2:20][CH2:21][CH2:22][OH:23])=[CH:16][CH:15]=1)[CH2:10][N:9]([C:32]([O:34][C:35]([CH3:38])([CH3:37])[CH3:36])=[O:33])[CH2:8]2)=[O:5])[CH3:2].[Cl:39][C:40]1[C:45]([F:46])=[CH:44][CH:43]=[C:42]([F:47])[C:41]=1O.C(P(CCCC)CCCC)CCC. The catalyst is C1(C)C=CC=CC=1.CCOC(C)=O. The product is [CH2:1]([O:3][C:4]([C:6]1[CH:7]2[N:24]([C:25]([O:27][C:28]([CH3:29])([CH3:30])[CH3:31])=[O:26])[CH:11]([CH2:12][C:13]=1[C:14]1[CH:19]=[CH:18][C:17]([CH2:20][CH2:21][CH2:22][O:23][C:41]3[C:42]([F:47])=[CH:43][CH:44]=[C:45]([F:46])[C:40]=3[Cl:39])=[CH:16][CH:15]=1)[CH2:10][N:9]([C:32]([O:34][C:35]([CH3:37])([CH3:36])[CH3:38])=[O:33])[CH2:8]2)=[O:5])[CH3:2]. The yield is 0.960. (7) The reactants are C(OC([N:8]1[CH2:13][CH2:12][N:11]([C:14]2[C:23]3[C:18](=[CH:19][CH:20]=[C:21]([OH:24])[CH:22]=3)[CH:17]=[CH:16][N:15]=2)[CH2:10][CH2:9]1)=O)(C)(C)C.[ClH:25].C(OCC)(=O)C. No catalyst specified. The product is [ClH:25].[OH:24][C:21]1[CH:22]=[C:23]2[C:18]([CH:17]=[CH:16][N:15]=[C:14]2[N:11]2[CH2:12][CH2:13][NH:8][CH2:9][CH2:10]2)=[CH:19][CH:20]=1. The yield is 0.780.